This data is from NCI-60 drug combinations with 297,098 pairs across 59 cell lines. The task is: Regression. Given two drug SMILES strings and cell line genomic features, predict the synergy score measuring deviation from expected non-interaction effect. (1) Drug 1: C1=NC(=NC(=O)N1C2C(C(C(O2)CO)O)O)N. Drug 2: CS(=O)(=O)OCCCCOS(=O)(=O)C. Cell line: 786-0. Synergy scores: CSS=19.8, Synergy_ZIP=-9.15, Synergy_Bliss=0.0413, Synergy_Loewe=-8.83, Synergy_HSA=0.230. (2) Drug 1: CN1CCC(CC1)COC2=C(C=C3C(=C2)N=CN=C3NC4=C(C=C(C=C4)Br)F)OC. Drug 2: C1=CC=C(C=C1)NC(=O)CCCCCCC(=O)NO. Cell line: MCF7. Synergy scores: CSS=8.13, Synergy_ZIP=-4.22, Synergy_Bliss=-1.21, Synergy_Loewe=-5.06, Synergy_HSA=-0.328. (3) Drug 1: CCCCC(=O)OCC(=O)C1(CC(C2=C(C1)C(=C3C(=C2O)C(=O)C4=C(C3=O)C=CC=C4OC)O)OC5CC(C(C(O5)C)O)NC(=O)C(F)(F)F)O. Drug 2: C1CNP(=O)(OC1)N(CCCl)CCCl. Cell line: HL-60(TB). Synergy scores: CSS=10.7, Synergy_ZIP=13.5, Synergy_Bliss=-1.83, Synergy_Loewe=-63.2, Synergy_HSA=-15.0. (4) Drug 1: CNC(=O)C1=CC=CC=C1SC2=CC3=C(C=C2)C(=NN3)C=CC4=CC=CC=N4. Drug 2: CC1=C(C=C(C=C1)NC2=NC=CC(=N2)N(C)C3=CC4=NN(C(=C4C=C3)C)C)S(=O)(=O)N.Cl. Cell line: NCI-H460. Synergy scores: CSS=-1.45, Synergy_ZIP=0.933, Synergy_Bliss=5.47, Synergy_Loewe=-2.88, Synergy_HSA=2.40. (5) Drug 1: C1=CC(=C(C=C1I)F)NC2=C(C=CC(=C2F)F)C(=O)NOCC(CO)O. Drug 2: CC1CC(C(C(C=C(C(C(C=CC=C(C(=O)NC2=CC(=O)C(=C(C1)C2=O)OC)C)OC)OC(=O)N)C)C)O)OC. Cell line: UACC62. Synergy scores: CSS=66.9, Synergy_ZIP=0.718, Synergy_Bliss=-1.67, Synergy_Loewe=2.65, Synergy_HSA=4.99. (6) Drug 1: CCC1=CC2CC(C3=C(CN(C2)C1)C4=CC=CC=C4N3)(C5=C(C=C6C(=C5)C78CCN9C7C(C=CC9)(C(C(C8N6C)(C(=O)OC)O)OC(=O)C)CC)OC)C(=O)OC.C(C(C(=O)O)O)(C(=O)O)O. Drug 2: C1C(C(OC1N2C=C(C(=O)NC2=O)F)CO)O. Cell line: HOP-92. Synergy scores: CSS=42.4, Synergy_ZIP=-3.79, Synergy_Bliss=0.488, Synergy_Loewe=7.37, Synergy_HSA=8.61. (7) Drug 1: CCCS(=O)(=O)NC1=C(C(=C(C=C1)F)C(=O)C2=CNC3=C2C=C(C=N3)C4=CC=C(C=C4)Cl)F. Drug 2: CC1CCCC2(C(O2)CC(NC(=O)CC(C(C(=O)C(C1O)C)(C)C)O)C(=CC3=CSC(=N3)C)C)C. Cell line: SK-MEL-5. Synergy scores: CSS=31.1, Synergy_ZIP=1.84, Synergy_Bliss=2.22, Synergy_Loewe=-0.117, Synergy_HSA=0.233. (8) Drug 1: C1=CC(=C2C(=C1NCCNCCO)C(=O)C3=C(C=CC(=C3C2=O)O)O)NCCNCCO. Drug 2: C1=CC(=CC=C1C#N)C(C2=CC=C(C=C2)C#N)N3C=NC=N3. Cell line: SK-MEL-28. Synergy scores: CSS=29.6, Synergy_ZIP=0.939, Synergy_Bliss=0.942, Synergy_Loewe=-32.8, Synergy_HSA=-0.816. (9) Drug 1: C1=CC(=CC=C1C#N)C(C2=CC=C(C=C2)C#N)N3C=NC=N3. Drug 2: C1C(C(OC1N2C=NC3=C(N=C(N=C32)Cl)N)CO)O. Cell line: SK-MEL-28. Synergy scores: CSS=12.3, Synergy_ZIP=-4.77, Synergy_Bliss=-5.17, Synergy_Loewe=-12.0, Synergy_HSA=-8.67.